Dataset: Forward reaction prediction with 1.9M reactions from USPTO patents (1976-2016). Task: Predict the product of the given reaction. (1) Given the reactants [F:1][C:2]1[N:7]=[CH:6][C:5]([C:8]([C:11]2[CH:16]=[CH:15][C:14]([S:17][CH3:18])=[CH:13][CH:12]=2)(O)[CH3:9])=[CH:4][CH:3]=1.FC(F)(F)C(O)=O.C(=O)(O)[O-].[Na+], predict the reaction product. The product is: [F:1][C:2]1[CH:3]=[CH:4][C:5]([C:8]([C:11]2[CH:12]=[CH:13][C:14]([S:17][CH3:18])=[CH:15][CH:16]=2)=[CH2:9])=[CH:6][N:7]=1. (2) Given the reactants [CH3:1][C@H:2]1[C@@:41]2([OH:43])[O:42][C@H:5]([CH2:6][C@H:7]([O:64][CH3:65])[C:8]([CH3:63])=[CH:9][CH:10]=[CH:11][CH:12]=[CH:13][C@@H:14]([CH3:62])[CH2:15][C@@H:16]([CH3:61])[C:17]([C@H:19]([O:59][CH3:60])[C@H:20]([OH:58])[C:21]([CH3:57])=[CH:22][C@@H:23]([CH3:56])[C:24]([CH2:26][C@@H:27]([C@@H:44]([CH2:46][C@H:47]3[CH2:52][C@@H:51]([O:53][CH3:54])[C@H:50]([OH:55])[CH2:49][CH2:48]3)[CH3:45])[O:28][C:29]([C@H:31]3[N:36]([C:37]([C:39]2=[O:40])=[O:38])[CH2:35][CH2:34][CH2:33][CH2:32]3)=[O:30])=[O:25])=[O:18])[CH2:4][CH2:3]1.[CH3:66][C:67]1([C:79](O)=[O:80])[CH2:72][O:71]C2(CCCCCC2)[O:69][CH2:68]1.S(=O)(=O)(O)O.CCCCCC, predict the reaction product. The product is: [CH3:1][C@H:2]1[C@@:41]2([OH:43])[O:42][C@H:5]([CH2:6][C@H:7]([O:64][CH3:65])[C:8]([CH3:63])=[CH:9][CH:10]=[CH:11][CH:12]=[CH:13][C@@H:14]([CH3:62])[CH2:15][C@@H:16]([CH3:61])[C:17]([C@H:19]([O:59][CH3:60])[C@H:20]([OH:58])[C:21]([CH3:57])=[CH:22][C@@H:23]([CH3:56])[C:24]([CH2:26][C@@H:27]([C@@H:44]([CH2:46][C@H:47]3[CH2:52][C@@H:51]([O:53][CH3:54])[C@H:50]([O:55][C:68]([C:67]([CH2:79][OH:80])([CH2:72][OH:71])[CH3:66])=[O:69])[CH2:49][CH2:48]3)[CH3:45])[O:28][C:29]([C@H:31]3[N:36]([C:37]([C:39]2=[O:40])=[O:38])[CH2:35][CH2:34][CH2:33][CH2:32]3)=[O:30])=[O:25])=[O:18])[CH2:4][CH2:3]1. (3) Given the reactants [CH3:1][O:2][C:3]([C:5]1[N:6]([CH2:26][C:27](O)=[O:28])[C:7]2[C:12]([C:13]=1[C:14]1[CH:19]=[CH:18][C:17]([O:20][CH3:21])=[CH:16][CH:15]=1)=[CH:11][C:10]([O:22][CH3:23])=[C:9]([O:24][CH3:25])[CH:8]=2)=[O:4].O=S(Cl)Cl.[CH3:34][NH2:35].C1COCC1, predict the reaction product. The product is: [CH3:1][O:2][C:3]([C:5]1[N:6]([CH2:26][C:27](=[O:28])[NH:35][CH3:34])[C:7]2[C:12]([C:13]=1[C:14]1[CH:15]=[CH:16][C:17]([O:20][CH3:21])=[CH:18][CH:19]=1)=[CH:11][C:10]([O:22][CH3:23])=[C:9]([O:24][CH3:25])[CH:8]=2)=[O:4]. (4) Given the reactants [CH2:1]([O:3][C:4](=[O:19])[C:5]([O:8][C:9]1[CH:14]=[CH:13][C:12](C(=O)C)=[C:11]([F:18])[CH:10]=1)([CH3:7])[CH3:6])[CH3:2].ClC1C=CC=[C:23]([C:27]([O:29]O)=[O:28])C=1, predict the reaction product. The product is: [CH2:1]([O:3][C:4](=[O:19])[C:5]([O:8][C:9]1[CH:14]=[CH:13][C:12]([O:29][C:27](=[O:28])[CH3:23])=[C:11]([F:18])[CH:10]=1)([CH3:6])[CH3:7])[CH3:2]. (5) Given the reactants [NH2:1][CH2:2][CH2:3][C:4]1[CH:9]=[CH:8][C:7]([NH:10][CH:11]2[CH2:16][CH2:15][N:14]([S:17]([C:20]3[CH:25]=[CH:24][C:23]([CH3:26])=[CH:22][CH:21]=3)(=[O:19])=[O:18])[CH2:13][CH2:12]2)=[CH:6][CH:5]=1.C([Si]([O:44][C:45]1[CH:50]=[CH:49][C:48]([O:51][CH2:52][CH:53]2[CH2:55][O:54]2)=[CH:47][CH:46]=1)(C1C=CC=CC=1)C1C=CC=CC=1)(C)(C)C, predict the reaction product. The product is: [OH:54][C@@H:53]([CH2:55][NH:1][CH2:2][CH2:3][C:4]1[CH:9]=[CH:8][C:7]([NH:10][CH:11]2[CH2:12][CH2:13][N:14]([S:17]([C:20]3[CH:21]=[CH:22][C:23]([CH3:26])=[CH:24][CH:25]=3)(=[O:19])=[O:18])[CH2:15][CH2:16]2)=[CH:6][CH:5]=1)[CH2:52][O:51][C:48]1[CH:49]=[CH:50][C:45]([OH:44])=[CH:46][CH:47]=1. (6) The product is: [O:18]=[C:14]1[N:13]([CH2:12][C:9]2[CH:10]=[C:11]3[C:6](=[CH:7][CH:8]=2)[NH:5][C:4](=[O:19])[CH2:3]3)[CH2:17][CH2:16][O:15]1. Given the reactants CS[CH:3]1[C:11]2[C:6](=[CH:7][CH:8]=[C:9]([CH2:12][N:13]3[CH2:17][CH2:16][O:15][C:14]3=[O:18])[CH:10]=2)[NH:5][C:4]1=[O:19], predict the reaction product. (7) Given the reactants [F:1][C:2]([F:50])([F:49])[C:3]1[CH:4]=[C:5]([C@H:13]2[O:17][C:16](=[O:18])[N:15]([CH2:19][C:20]3[CH:25]=[C:24]([O:26][C:27]([F:30])([F:29])[F:28])[CH:23]=[CH:22][C:21]=3[N:31]([CH2:46][CH3:47])[C:32]([C@H:34]3[CH2:39][CH2:38][C@H:37]([CH2:40][C:41]([O:43]CC)=[O:42])[CH2:36][CH2:35]3)=[O:33])[C@H:14]2[CH3:48])[CH:6]=[C:7]([C:9]([F:12])([F:11])[F:10])[CH:8]=1.[OH-].[K+], predict the reaction product. The product is: [F:12][C:9]([F:10])([F:11])[C:7]1[CH:6]=[C:5]([C@H:13]2[O:17][C:16](=[O:18])[N:15]([CH2:19][C:20]3[CH:25]=[C:24]([O:26][C:27]([F:30])([F:28])[F:29])[CH:23]=[CH:22][C:21]=3[N:31]([CH2:46][CH3:47])[C:32]([C@H:34]3[CH2:39][CH2:38][C@H:37]([CH2:40][C:41]([OH:43])=[O:42])[CH2:36][CH2:35]3)=[O:33])[C@H:14]2[CH3:48])[CH:4]=[C:3]([C:2]([F:1])([F:50])[F:49])[CH:8]=1. (8) Given the reactants [N+](C1C=CC([C:10]2[CH:22]=[C:21]([C:23]([O-])=[O:24])[C:20]3[C:19]4[C:14](=[CH:15][CH:16]=[CH:17][CH:18]=4)[N:13]([CH2:26][C:27]4[CH:32]=[CH:31][CH:30]=[CH:29][CH:28]=4)[C:12]=3[C:11]=2[O:33][CH2:34][CH3:35])=CC=1)([O-])=O.[Cl:36][C:37]1[CH:38]=[N:39][CH:40]=[C:41]([Cl:44])[C:42]=1[NH2:43].[H-].[Na+].Cl, predict the reaction product. The product is: [Cl:36][C:37]1[CH:38]=[N:39][CH:40]=[C:41]([Cl:44])[C:42]=1[NH:43][C:23]([C:21]1[C:20]2[C:19]3[C:14](=[CH:15][CH:16]=[CH:17][CH:18]=3)[N:13]([CH2:26][C:27]3[CH:28]=[CH:29][CH:30]=[CH:31][CH:32]=3)[C:12]=2[C:11]([O:33][CH2:34][CH3:35])=[CH:10][CH:22]=1)=[O:24].